This data is from Full USPTO retrosynthesis dataset with 1.9M reactions from patents (1976-2016). The task is: Predict the reactants needed to synthesize the given product. (1) The reactants are: [CH2:1]([NH:8][C:9](=[O:14])[CH:10]([Br:13])[CH2:11]Br)[C:2]1[CH:7]=[CH:6][CH:5]=[CH:4][CH:3]=1.[OH-:15].[Na+].Cl.[CH3:18]O. Given the product [CH2:1]([NH:8][C:9](=[O:14])[CH:10]([Br:13])[CH2:11][O:15][CH3:18])[C:2]1[CH:7]=[CH:6][CH:5]=[CH:4][CH:3]=1, predict the reactants needed to synthesize it. (2) Given the product [OH:1][C@H:2]1[C:10]2[C:5](=[CH:6][CH:7]=[CH:8][CH:9]=2)[CH2:4][C@:3]1([CH2:20][C:21]1[CH:29]=[CH:28][C:24]([C:25]([NH:32][CH3:31])=[O:26])=[CH:23][CH:22]=1)[C:11]1[CH2:12][C:13]2[C:18]([CH:19]=1)=[CH:17][CH:16]=[CH:15][CH:14]=2, predict the reactants needed to synthesize it. The reactants are: [OH:1][C@H:2]1[C:10]2[C:5](=[CH:6][CH:7]=[CH:8][CH:9]=2)[CH2:4][C@:3]1([CH2:20][C:21]1[CH:29]=[CH:28][C:24]([C:25](O)=[O:26])=[CH:23][CH:22]=1)[C:11]1[CH2:12][C:13]2[C:18]([CH:19]=1)=[CH:17][CH:16]=[CH:15][CH:14]=2.C[CH2:31][N:32](CC)CC.CN.C(P1(=O)OP(CCC)(=O)OP(CCC)(=O)O1)CC.